From a dataset of Forward reaction prediction with 1.9M reactions from USPTO patents (1976-2016). Predict the product of the given reaction. The product is: [CH3:45][O:44][C:41]1[CH:40]=[CH:39][C:38]([CH2:37][N:36]([CH2:35][C:34]2[CH:46]=[CH:47][C:31]([O:30][CH3:29])=[CH:32][CH:33]=2)[C:2]2[C:7]([N+:8]([O-:10])=[O:9])=[C:6]([NH:11][CH2:12][C:13]([CH3:16])([OH:15])[CH3:14])[CH:5]=[C:4]([CH2:17][CH2:18][CH2:19][CH2:20][CH3:21])[N:3]=2)=[CH:43][CH:42]=1. Given the reactants Cl[C:2]1[C:7]([N+:8]([O-:10])=[O:9])=[C:6]([NH:11][CH2:12][C:13]([CH3:16])([OH:15])[CH3:14])[CH:5]=[C:4]([CH2:17][CH2:18][CH2:19][CH2:20][CH3:21])[N:3]=1.C(N(CC)CC)C.[CH3:29][O:30][C:31]1[CH:47]=[CH:46][C:34]([CH2:35][NH:36][CH2:37][C:38]2[CH:43]=[CH:42][C:41]([O:44][CH3:45])=[CH:40][CH:39]=2)=[CH:33][CH:32]=1, predict the reaction product.